This data is from Catalyst prediction with 721,799 reactions and 888 catalyst types from USPTO. The task is: Predict which catalyst facilitates the given reaction. (1) Reactant: [CH2:1]([O:4][N:5]([C:25]([O:27][C:28]([CH3:31])([CH3:30])[CH3:29])=[O:26])[C@H:6]1[CH2:11][N:10]([C:12]([O:14][C:15]([CH3:18])([CH3:17])[CH3:16])=[O:13])[C@H:9]([C:19]([OH:21])=O)[CH:8]=[C:7]1[CH2:22][O:23][CH3:24])[CH:2]=[CH2:3].[Cl-].[NH4+].C[N:35](C(ON1N=NC2C=CC=NC1=2)=[N+](C)C)C.F[P-](F)(F)(F)(F)F.CCN(C(C)C)C(C)C. Product: [CH2:1]([O:4][N:5]([C:25]([O:27][C:28]([CH3:31])([CH3:29])[CH3:30])=[O:26])[C@H:6]1[CH2:11][N:10]([C:12]([O:14][C:15]([CH3:16])([CH3:18])[CH3:17])=[O:13])[C@H:9]([C:19](=[O:21])[NH2:35])[CH:8]=[C:7]1[CH2:22][O:23][CH3:24])[CH:2]=[CH2:3]. The catalyst class is: 31. (2) Reactant: C([Si](C)(C)[O:6][CH2:7][CH2:8][N:9]1[C:17]2[C:12](=[CH:13][CH:14]=[CH:15][CH:16]=2)[C:11]([C:18]2[N:19]=[C:20]3[C:26]([C:27](=[O:32])[C:28]([CH3:31])([CH3:30])[CH3:29])=[CH:25][N:24](COCC[Si](C)(C)C)[C:21]3=[N:22][CH:23]=2)=[CH:10]1)(C)(C)C. Product: [OH:6][CH2:7][CH2:8][N:9]1[C:17]2[C:12](=[CH:13][CH:14]=[CH:15][CH:16]=2)[C:11]([C:18]2[N:19]=[C:20]3[C:26]([C:27](=[O:32])[C:28]([CH3:30])([CH3:29])[CH3:31])=[CH:25][NH:24][C:21]3=[N:22][CH:23]=2)=[CH:10]1. The catalyst class is: 5.